Dataset: Cav3 T-type calcium channel HTS with 100,875 compounds. Task: Binary Classification. Given a drug SMILES string, predict its activity (active/inactive) in a high-throughput screening assay against a specified biological target. The compound is O1CC(N(c2c1cccc2)C(=O)c1ccc(C(C)(C)C)cc1)CC(OC)=O. The result is 0 (inactive).